From a dataset of Forward reaction prediction with 1.9M reactions from USPTO patents (1976-2016). Predict the product of the given reaction. (1) Given the reactants Br[C:2]1[CH:3]=[C:4]([CH:7]=[CH:8][C:9]=1[CH3:10])[C:5]#[N:6].[Li]CCCC.[B:16](OC(C)C)([O:21]C(C)C)[O:17]C(C)C, predict the reaction product. The product is: [C:5]([C:4]1[CH:7]=[CH:8][C:9]([CH3:10])=[C:2]([B:16]([OH:21])[OH:17])[CH:3]=1)#[N:6]. (2) Given the reactants [C:1]1([CH3:7])[CH:6]=[CH:5][CH:4]=[CH:3][CH:2]=1.[OH2:8], predict the reaction product. The product is: [C:5]1(=[O:8])[C:6]2=[C:6]3[C:5](=[CH:3][CH:2]=[CH:1]2)[CH:4]=[CH:3][CH:2]=[C:1]3[CH2:7]1. (3) Given the reactants [NH2:1][C:2]1[N:7]=[C:6]([S:8][CH2:9][CH2:10][C:11](O)=[O:12])[CH:5]=[C:4]([C:14]2[CH:19]=[C:18]([C:20](=[O:48])[NH:21][CH2:22]C3(CNC(C4C=CC=CC=4)(C4C=CC=CC=4)C4C=CC=CC=4)COC3)[C:17]([CH3:49])=[CH:16][C:15]=2[CH3:50])[N:3]=1.C(N([CH:57]([CH3:59])[CH3:58])CC)(C)C.F[P-](F)(F)(F)(F)F.[N:67]1(OC(N(C)C)=[N+](C)C)[C:71]2N=CC=C[C:70]=2N=N1.[OH2:84], predict the reaction product. The product is: [NH2:1][C:2]1[N:7]=[C:6]2[CH:5]=[C:4]([C:14]3[CH:19]=[C:18]([C:20](=[O:48])[NH:21][CH2:22][CH:70]([CH:57]4[CH2:58][O:84][CH2:59]4)[CH2:71][NH:67][C:11](=[O:12])[CH2:10][CH2:9][S:8]2)[C:17]([CH3:49])=[CH:16][C:15]=3[CH3:50])[N:3]=1. (4) Given the reactants [F:1][C:2]1[CH:7]=[CH:6][CH:5]=[C:4]([F:8])[C:3]=1[C:9]1[S:10][C:11]([NH:40]C(=O)OC(C)(C)C)=[C:12]([C:14](=[O:39])[NH:15][C:16]2[CH:17]=[N:18][N:19]([CH3:38])[C:20]=2[N:21]2[CH2:30][CH2:29][C@@H:28]([NH:31]C(=O)C(F)(F)F)[C:24]3([CH2:27][CH2:26][O:25]3)[CH2:23][CH2:22]2)[N:13]=1.C(=O)([O-])[O-].[K+].[K+], predict the reaction product. The product is: [NH2:40][C:11]1[S:10][C:9]([C:3]2[C:2]([F:1])=[CH:7][CH:6]=[CH:5][C:4]=2[F:8])=[N:13][C:12]=1[C:14]([NH:15][C:16]1[CH:17]=[N:18][N:19]([CH3:38])[C:20]=1[N:21]1[CH2:22][CH2:23][C:24]2([O:25][CH2:26][CH2:27]2)[CH:28]([NH2:31])[CH2:29][CH2:30]1)=[O:39]. (5) Given the reactants [CH3:1][N:2]1[CH:6]=[C:5]([C:7]2[CH:8]=[C:9]3[C:14](=[CH:15][CH:16]=2)[N:13]([C:17]2[C:21]4[CH2:22][NH:23][CH2:24][CH2:25][C:20]=4[N:19]([C@H:26]4[CH2:30][CH2:29][O:28][CH2:27]4)[N:18]=2)[CH2:12][CH2:11][CH2:10]3)[CH:4]=[N:3]1.C[Si]([N:35]=[C:36]=[O:37])(C)C, predict the reaction product. The product is: [CH3:1][N:2]1[CH:6]=[C:5]([C:7]2[CH:8]=[C:9]3[C:14](=[CH:15][CH:16]=2)[N:13]([C:17]2[C:21]4[CH2:22][N:23]([C:36]([NH2:35])=[O:37])[CH2:24][CH2:25][C:20]=4[N:19]([C@H:26]4[CH2:30][CH2:29][O:28][CH2:27]4)[N:18]=2)[CH2:12][CH2:11][CH2:10]3)[CH:4]=[N:3]1. (6) The product is: [OH:19][CH2:18][C:15]1([C:6]2[C:5]([O:4][CH2:3][O:2][CH3:1])=[CH:10][CH:9]=[CH:8][C:7]=2[OH:11])[CH2:16][CH2:17]1. Given the reactants [CH3:1][O:2][CH2:3][O:4][C:5]1[CH:10]=[CH:9][CH:8]=[C:7]([O:11]COC)[C:6]=1[C:15]1([C:18](OCC)=[O:19])[CH2:17][CH2:16]1.O.[H-].[Na+].C(Cl)OC.[H-].[H-].[H-].[H-].[Li+].[Al+3], predict the reaction product. (7) The product is: [N:14]1[C:13]2[NH:9][CH:10]=[CH:11][C:12]=2[C:17]([C:18]2[CH:19]=[N:20][N:21]([C:23]3([CH2:32][C:33]#[N:34])[CH2:24][N:25]([S:27]([CH2:30][CH3:31])(=[O:28])=[O:29])[CH2:26]3)[CH:22]=2)=[N:16][CH:15]=1. Given the reactants C(OC[N:9]1[C:13]2[N:14]=[CH:15][N:16]=[C:17]([C:18]3[CH:19]=[N:20][N:21]([C:23]4([CH2:32][C:33]#[N:34])[CH2:26][N:25]([S:27]([CH2:30][CH3:31])(=[O:29])=[O:28])[CH2:24]4)[CH:22]=3)[C:12]=2[CH:11]=[CH:10]1)(=O)C(C)(C)C.[OH-].[Na+], predict the reaction product. (8) Given the reactants [F:1][C:2]([F:11])([F:10])[C:3]1[CH:4]=[C:5]([CH2:8][OH:9])[S:6][CH:7]=1.[CH2:12]([C:14]1[N:18]([CH3:19])[C:17]2[CH:20]=[C:21]([N:24]3[CH:29]=[CH:28][C:27](O)=[CH:26][C:25]3=[O:31])[CH:22]=[CH:23][C:16]=2[N:15]=1)[CH3:13].N(C(OCCOC)=O)=NC(OCCOC)=O.C1C=CC(P(C2C=CC=CC=2)C2C=CC=CC=2)=CC=1, predict the reaction product. The product is: [CH2:12]([C:14]1[N:18]([CH3:19])[C:17]2[CH:20]=[C:21]([N:24]3[CH:29]=[CH:28][C:27]([O:9][CH2:8][C:5]4[S:6][CH:7]=[C:3]([C:2]([F:10])([F:1])[F:11])[CH:4]=4)=[CH:26][C:25]3=[O:31])[CH:22]=[CH:23][C:16]=2[N:15]=1)[CH3:13]. (9) Given the reactants [I:1][C:2]1[CH:3]=[C:4]2[C:8](=[CH:9][CH:10]=1)[NH:7][C:6](=[O:11])[C:5]2=O.[NH:13]([C:15](=[O:27])[CH2:16][O:17][C:18]1[CH:26]=[CH:25][C:21]([C:22]([OH:24])=[O:23])=[CH:20][CH:19]=1)[NH2:14], predict the reaction product. The product is: [I:1][C:2]1[CH:3]=[C:4]2[C:8](=[CH:9][CH:10]=1)[NH:7][C:6](=[O:11])[C:5]2=[N:14][NH:13][C:15](=[O:27])[CH2:16][O:17][C:18]1[CH:26]=[CH:25][C:21]([C:22]([OH:24])=[O:23])=[CH:20][CH:19]=1. (10) Given the reactants [C:1]1([N:7]([CH2:22][C:23]2[CH:28]=[CH:27][C:26]([NH:29][C:30]([C@@H:32]3[CH2:36][CH2:35][CH2:34][NH:33]3)=[O:31])=[CH:25][CH:24]=2)[CH2:8][C:9]2[CH:14]=[CH:13][C:12](/[CH:15]=[CH:16]/[C@@H:17]3[CH2:21][CH2:20][CH2:19][NH:18]3)=[CH:11][CH:10]=2)[CH:6]=[CH:5][CH:4]=[CH:3][CH:2]=1.[CH3:37][O:38][C:39]([NH:41][C@@H:42]([C:46]([CH3:49])([CH3:48])[CH3:47])[C:43](O)=[O:44])=[O:40], predict the reaction product. The product is: [CH3:37][O:38][C:39]([NH:41][C@H:42]([C:43]([N:33]1[CH2:34][CH2:35][CH2:36][C@H:32]1[C:30]([NH:29][C:26]1[CH:25]=[CH:24][C:23]([CH2:22][N:7]([CH2:8][C:9]2[CH:10]=[CH:11][C:12](/[CH:15]=[CH:16]/[C@@H:17]3[CH2:21][CH2:20][CH2:19][N:18]3[C:43](=[O:44])[C@H:42]([C:46]([CH3:49])([CH3:48])[CH3:47])[NH:41][C:39]([O:38][CH3:37])=[O:40])=[CH:13][CH:14]=2)[C:1]2[CH:2]=[CH:3][CH:4]=[CH:5][CH:6]=2)=[CH:28][CH:27]=1)=[O:31])=[O:44])[C:46]([CH3:47])([CH3:48])[CH3:49])=[O:40].